From a dataset of Catalyst prediction with 721,799 reactions and 888 catalyst types from USPTO. Predict which catalyst facilitates the given reaction. (1) Reactant: [F:1][CH:2]([F:32])[O:3][C:4]1[CH:5]=[C:6]2[C:10](=[CH:11][CH:12]=1)[N:9]([CH2:13][CH2:14][CH2:15][N:16]([CH3:18])[CH3:17])[N:8]=[C:7]2[Sn](CCCC)(CCCC)CCCC.Br[C:34]1[N:39]=[C:38]2[C:40]([C:62]([NH:64][C:65]([CH3:76])([CH3:75])[CH2:66][O:67][Si:68]([C:71]([CH3:74])([CH3:73])[CH3:72])([CH3:70])[CH3:69])=[O:63])=[CH:41][N:42]([C:43]([C:56]3[CH:61]=[CH:60][CH:59]=[CH:58][CH:57]=3)([C:50]3[CH:55]=[CH:54][CH:53]=[CH:52][CH:51]=3)[C:44]3[CH:49]=[CH:48][CH:47]=[CH:46][CH:45]=3)[C:37]2=[N:36][CH:35]=1. Product: [Si:68]([O:67][CH2:66][C:65]([NH:64][C:62]([C:40]1[C:38]2=[N:39][C:34]([C:7]3[C:6]4[C:10](=[CH:11][CH:12]=[C:4]([O:3][CH:2]([F:1])[F:32])[CH:5]=4)[N:9]([CH2:13][CH2:14][CH2:15][N:16]([CH3:17])[CH3:18])[N:8]=3)=[CH:35][N:36]=[C:37]2[N:42]([C:43]([C:44]2[CH:45]=[CH:46][CH:47]=[CH:48][CH:49]=2)([C:56]2[CH:61]=[CH:60][CH:59]=[CH:58][CH:57]=2)[C:50]2[CH:51]=[CH:52][CH:53]=[CH:54][CH:55]=2)[CH:41]=1)=[O:63])([CH3:75])[CH3:76])([C:71]([CH3:72])([CH3:73])[CH3:74])([CH3:70])[CH3:69]. The catalyst class is: 555. (2) Reactant: [NH2:1][CH2:2][C:3]1[CH:4]=[CH:5][C:6]([O:10][CH2:11][CH2:12][CH3:13])=[C:7]([OH:9])[CH:8]=1.C(N(CC)CC)C.[I:21][C:22]1[CH:23]=[C:24]2[C:29](=[CH:30][CH:31]=1)[C:28](=[O:32])[NH:27][C:26](=[O:33])/[C:25]/2=[CH:34]/OC.O. Product: [OH:9][C:7]1[CH:8]=[C:3]([CH:4]=[CH:5][C:6]=1[O:10][CH2:11][CH2:12][CH3:13])[CH2:2][NH:1]/[CH:34]=[C:25]1\[C:26](=[O:33])[NH:27][C:28](=[O:32])[C:29]2[C:24]\1=[CH:23][C:22]([I:21])=[CH:31][CH:30]=2. The catalyst class is: 9. (3) Reactant: [NH2:1][C:2]1[N:7]=[C:6]([NH2:8])[C:5]([CH2:9][C:10]2[CH:23]=[C:22]([O:24][CH3:25])[C:13]([O:14][CH2:15][CH2:16][CH2:17][CH2:18][C:19]([OH:21])=O)=[C:12]([O:26][CH3:27])[CH:11]=2)=[CH:4][N:3]=1.C(Cl)CCl.C1C=CC2N(O)N=NC=2C=1.[CH2:42]([O:44][CH2:45][CH2:46][O:47][CH2:48][CH2:49][NH2:50])[CH3:43].CCN(CC)CC. Product: [NH2:1][C:2]1[N:7]=[C:6]([NH2:8])[C:5]([CH2:9][C:10]2[CH:11]=[C:12]([O:26][CH3:27])[C:13]([O:14][CH2:15][CH2:16][CH2:17][CH2:18][C:19]([NH:50][CH2:49][CH2:48][O:47][CH2:46][CH2:45][O:44][CH2:42][CH3:43])=[O:21])=[C:22]([O:24][CH3:25])[CH:23]=2)=[CH:4][N:3]=1. The catalyst class is: 329.